Dataset: Full USPTO retrosynthesis dataset with 1.9M reactions from patents (1976-2016). Task: Predict the reactants needed to synthesize the given product. (1) Given the product [C:16]([O:19][CH2:2][CH2:3][CH2:4][CH2:5][O:6][CH:7]=[CH2:8])(=[O:24])[CH:17]=[CH2:18], predict the reactants needed to synthesize it. The reactants are: O[CH2:2][CH2:3][CH2:4][CH2:5][O:6][CH:7]=[CH2:8].C(N(CC)CC)C.[C:16](Cl)(=[O:19])[CH:17]=[CH2:18].C1C[O:24]CC1. (2) The reactants are: [F:1][C:2]1[CH:7]=[CH:6][CH:5]=[CH:4][C:3]=1[S:8][C:9]1[CH:14]=[CH:13][C:12]([N:15]2[CH:19]=[C:18]([NH:20][C:21]([NH2:23])=[O:22])[C:17]([C:24](=[O:26])[NH2:25])=[N:16]2)=[CH:11][CH:10]=1.C(O)(=[O:29])C.OO.[OH2:33]. Given the product [F:1][C:2]1[CH:7]=[CH:6][CH:5]=[CH:4][C:3]=1[S:8]([C:9]1[CH:10]=[CH:11][C:12]([N:15]2[CH:19]=[C:18]([NH:20][C:21]([NH2:23])=[O:22])[C:17]([C:24](=[O:26])[NH2:25])=[N:16]2)=[CH:13][CH:14]=1)(=[O:29])=[O:33], predict the reactants needed to synthesize it. (3) Given the product [OH:28][S:21]([C:24]([F:27])([F:26])[F:25])(=[O:23])=[O:22].[NH2:1][CH:2]([NH2:3])[O:4][CH:5]1[CH2:6][CH2:7][N:8]([C:11]([O:13][CH2:14][C:15]2[CH:20]=[CH:19][CH:18]=[CH:17][CH:16]=2)=[O:12])[CH2:9][CH2:10]1, predict the reactants needed to synthesize it. The reactants are: [N:1]#[C:2][NH2:3].[OH:4][CH:5]1[CH2:10][CH2:9][N:8]([C:11]([O:13][CH2:14][C:15]2[CH:20]=[CH:19][CH:18]=[CH:17][CH:16]=2)=[O:12])[CH2:7][CH2:6]1.[S:21]([OH:28])([C:24]([F:27])([F:26])[F:25])(=[O:23])=[O:22].